From a dataset of Reaction yield outcomes from USPTO patents with 853,638 reactions. Predict the reaction yield, written as a fraction of the theoretical maximum amount of product (1.0 means a 100% yield; for example, 0.34 means a 34% yield). (1) The reactants are C[O:2][C:3]([C:5]1[CH:10]=[CH:9][C:8]([N:11]=[C:12]2[N:16]([CH2:17][CH:18]([CH3:20])[CH3:19])[C@@H:15]([CH2:21][CH:22]([CH3:24])[CH3:23])[CH2:14][S:13]2)=[C:7]([CH3:25])[CH:6]=1)=[O:4].[Li+].[OH-]. The catalyst is CO.O. The product is [C:3]([C:5]1[CH:10]=[CH:9][C:8]([N:11]=[C:12]2[N:16]([CH2:17][CH:18]([CH3:20])[CH3:19])[C@@H:15]([CH2:21][CH:22]([CH3:24])[CH3:23])[CH2:14][S:13]2)=[C:7]([CH3:25])[CH:6]=1)([OH:4])=[O:2]. The yield is 1.00. (2) The reactants are F[C:2]1[C:7](=[O:8])[N:6]([CH3:9])[C:5]([C:10]#[N:11])=[CH:4][CH:3]=1.Cl.[NH2:13][C@H:14]([C:16]1[C:17](=[O:36])[NH:18][C:19]2[C:24]([CH:25]=1)=[CH:23][C:22]([Cl:26])=[C:21]([O:27][C@@H:28]([C:30]1[CH:35]=[CH:34][CH:33]=[CH:32][N:31]=1)[CH3:29])[CH:20]=2)[CH3:15].CS(C)=O.CCN(C(C)C)C(C)C. The catalyst is CC#N.O. The product is [Cl:26][C:22]1[CH:23]=[C:24]2[C:19](=[CH:20][C:21]=1[O:27][C@@H:28]([C:30]1[CH:35]=[CH:34][CH:33]=[CH:32][N:31]=1)[CH3:29])[NH:18][C:17](=[O:36])[C:16]([C@@H:14]([NH:13][C:2]1[C:7](=[O:8])[N:6]([CH3:9])[C:5]([C:10]#[N:11])=[CH:4][CH:3]=1)[CH3:15])=[CH:25]2. The yield is 0.330. (3) The reactants are [CH3:1][N+:2]([O-:4])=[O:3].CO[Na].[CH3:8][N:9]1[CH2:14][CH2:13][C:12](=[O:15])[CH2:11][CH2:10]1. The catalyst is CCO. The product is [CH3:8][N:9]1[CH2:14][CH2:13][C:12]([CH2:1][N+:2]([O-:4])=[O:3])([OH:15])[CH2:11][CH2:10]1. The yield is 0.404. (4) The reactants are F[C:2]1[CH:7]=[CH:6][C:5]([N+:8]([O-:10])=[O:9])=[C:4]([O:11][CH3:12])[CH:3]=1.[CH2:13]([N:20]1[CH:25]2[CH2:26][O:27][CH2:28][CH:21]1[CH2:22][NH:23][CH2:24]2)[C:14]1[CH:19]=[CH:18][CH:17]=[CH:16][CH:15]=1.C(=O)([O-])[O-].[Cs+].[Cs+]. The catalyst is CC(N(C)C)=O. The product is [CH2:13]([N:20]1[CH:25]2[CH2:24][N:23]([C:2]3[CH:7]=[CH:6][C:5]([N+:8]([O-:10])=[O:9])=[C:4]([O:11][CH3:12])[CH:3]=3)[CH2:22][CH:21]1[CH2:28][O:27][CH2:26]2)[C:14]1[CH:19]=[CH:18][CH:17]=[CH:16][CH:15]=1. The yield is 0.510. (5) The yield is 0.980. The product is [N:8]1([CH2:7][C:6]2[CH:5]=[C:4]([NH2:1])[CH:16]=[CH:15][CH:14]=2)[CH2:13][CH2:12][O:11][CH2:10][CH2:9]1. The reactants are [N+:1]([C:4]1[CH:5]=[C:6]([CH:14]=[CH:15][CH:16]=1)[CH2:7][N:8]1[CH2:13][CH2:12][O:11][CH2:10][CH2:9]1)([O-])=O.O.NN. The catalyst is C1COCC1.C(O)C.[Ni].